From a dataset of Full USPTO retrosynthesis dataset with 1.9M reactions from patents (1976-2016). Predict the reactants needed to synthesize the given product. (1) Given the product [Br:3][C:4]1[C:13]2[C:8](=[CH:9][CH:10]=[CH:11][CH:12]=2)[C:7]([CH:14]=[N:1][OH:2])=[CH:6][CH:5]=1, predict the reactants needed to synthesize it. The reactants are: [NH2:1][OH:2].[Br:3][C:4]1[C:13]2[C:8](=[CH:9][CH:10]=[CH:11][CH:12]=2)[C:7]([CH:14]=O)=[CH:6][CH:5]=1.BrC1C2C(=CC=CC=2)C(Br)=CC=1. (2) Given the product [CH3:1][O:2][C:3]1[CH:4]=[C:5]2[C:10](=[CH:11][C:12]=1[O:13][CH3:14])[N:9]=[CH:8][N:7]=[C:6]2[O:15][C:16]1[CH:22]=[CH:21][C:19]([NH:20][C:27](=[O:33])[O:26][CH2:24][CH2:36][CH2:35][N:37]([CH2:42][CH3:43])[CH2:38][CH3:39])=[CH:18][CH:17]=1, predict the reactants needed to synthesize it. The reactants are: [CH3:1][O:2][C:3]1[CH:4]=[C:5]2[C:10](=[CH:11][C:12]=1[O:13][CH3:14])[N:9]=[CH:8][N:7]=[C:6]2[O:15][C:16]1[CH:22]=[CH:21][C:19]([NH2:20])=[CH:18][CH:17]=1.Cl[C:24](Cl)([O:26][C:27](=[O:33])OC(Cl)(Cl)Cl)Cl.[CH2:35]([N:37]([CH2:42][CH3:43])[CH2:38][CH2:39]CO)[CH3:36].C(=O)(O)[O-].[Na+]. (3) Given the product [CH3:33][C:25]1([CH3:34])[C:26]2[C:31]3=[C:30]([C:20]([C:18]4[C:17](=[O:16])[NH:14][C:12](=[O:13])[C:11]=4[C:4]4[C:3]5[C:7](=[CH:8][CH:9]=[CH:10][C:2]=5[F:1])[NH:6][CH:5]=4)=[CH:21][N:22]3[CH2:23][CH2:24]1)[CH:29]=[C:28]([F:32])[CH:27]=2, predict the reactants needed to synthesize it. The reactants are: [F:1][C:2]1[CH:10]=[CH:9][CH:8]=[C:7]2[C:3]=1[C:4]([CH2:11][C:12]([NH2:14])=[O:13])=[CH:5][NH:6]2.C[O:16][C:17](=O)[C:18]([C:20]1[C:30]2=[C:31]3[C:26](=[CH:27][C:28]([F:32])=[CH:29]2)[C:25]([CH3:34])([CH3:33])[CH2:24][CH2:23][N:22]3[CH:21]=1)=O.